This data is from Reaction yield outcomes from USPTO patents with 853,638 reactions. The task is: Predict the reaction yield, written as a fraction of the theoretical maximum amount of product (1.0 means a 100% yield; for example, 0.34 means a 34% yield). (1) The reactants are [Br:1][C:2]1[CH:7]=[CH:6][C:5]([CH2:8]Br)=[CH:4][CH:3]=1.[CH3:10][C@H:11]1[CH2:16][CH2:15][CH2:14][C@@H:13]([CH3:17])[NH:12]1.C(=O)([O-])[O-].[K+].[K+]. The catalyst is C(#N)C. The product is [Br:1][C:2]1[CH:7]=[CH:6][C:5]([CH2:8][N:12]2[C@H:13]([CH3:17])[CH2:14][CH2:15][CH2:16][C@@H:11]2[CH3:10])=[CH:4][CH:3]=1. The yield is 0.820. (2) The reactants are [OH:1][C:2]1[C:3]([I:11])=[N:4][CH:5]=[C:6]([CH:10]=1)[C:7]([O-:9])=[O:8].[S:12]1[CH:16]=[CH:15][C:14]([CH2:17][CH2:18]O)=[CH:13]1.[C:20]1(P(C2C=CC=CC=2)C2C=CC=CC=2)C=CC=CC=1.O1CCCC1.N(C(OC(C)C)=O)=NC(OC(C)C)=O. No catalyst specified. The product is [I:11][C:3]1[C:2]([O:1][CH2:18][CH2:17][C:14]2[CH:15]=[CH:16][S:12][CH:13]=2)=[CH:10][C:6]([C:7]([O:9][CH3:20])=[O:8])=[CH:5][N:4]=1. The yield is 0.932. (3) The reactants are [CH:1]([NH:3][C:4]1[S:5][CH:6]=[C:7]([CH2:9][C:10]([O:12][CH2:13][CH3:14])=[O:11])[N:8]=1)=[O:2].C[Si]([N-][Si](C)(C)C)(C)C.[K+].C(C1C=C(C(C)C)C=C(C(C)C)C=1S([N:43]=[N+:44]=[N-:45])(=O)=O)(C)C.C(O)(=O)C. The catalyst is C1COCC1. The product is [N:43]([CH:9]([C:7]1[N:8]=[C:4]([NH:3][CH:1]=[O:2])[S:5][CH:6]=1)[C:10]([O:12][CH2:13][CH3:14])=[O:11])=[N+:44]=[N-:45]. The yield is 0.800. (4) The reactants are C(OC([N:8]1[CH2:13][CH2:12][CH:11]([CH2:14][N:15]2[C:23]([O:24][CH3:25])=[N:22][C:21]3[C:16]2=[N:17][C:18]([O:27][CH2:28][CH2:29][O:30][CH3:31])=[N:19][C:20]=3[NH2:26])[CH2:10][CH2:9]1)=O)(C)(C)C.[C:32]([O:36][C:37]([N:39]([CH2:41][CH2:42][CH2:43]Cl)[CH3:40])=[O:38])([CH3:35])([CH3:34])[CH3:33].C(=O)([O-])[O-].[K+].[K+]. The catalyst is FC(F)(F)C(O)=O. The product is [C:32]([O:36][C:37]([N:39]([CH2:41][CH2:42][CH2:43][N:8]1[CH2:9][CH2:10][CH:11]([CH2:14][N:15]2[C:23]([O:24][CH3:25])=[N:22][C:21]3[C:16]2=[N:17][C:18]([O:27][CH2:28][CH2:29][O:30][CH3:31])=[N:19][C:20]=3[NH2:26])[CH2:12][CH2:13]1)[CH3:40])=[O:38])([CH3:35])([CH3:34])[CH3:33]. The yield is 0.840.